Dataset: Peptide-MHC class I binding affinity with 185,985 pairs from IEDB/IMGT. Task: Regression. Given a peptide amino acid sequence and an MHC pseudo amino acid sequence, predict their binding affinity value. This is MHC class I binding data. (1) The peptide sequence is HFKKRFSTL. The MHC is HLA-B15:01 with pseudo-sequence HLA-B15:01. The binding affinity (normalized) is 0.0847. (2) The peptide sequence is GRGPIRFVL. The MHC is HLA-B58:01 with pseudo-sequence HLA-B58:01. The binding affinity (normalized) is 0.0847. (3) The peptide sequence is EVMPVSMAK. The MHC is HLA-A11:01 with pseudo-sequence HLA-A11:01. The binding affinity (normalized) is 0.749. (4) The binding affinity (normalized) is 0.227. The MHC is HLA-B07:02 with pseudo-sequence HLA-B07:02. The peptide sequence is KAAFDLSHFL. (5) The peptide sequence is WPTPKTHPV. The MHC is HLA-A26:01 with pseudo-sequence HLA-A26:01. The binding affinity (normalized) is 0.213. (6) The peptide sequence is EIIGGNDMY. The MHC is HLA-A33:01 with pseudo-sequence HLA-A33:01. The binding affinity (normalized) is 0. (7) The peptide sequence is VLSPLPSQA. The MHC is HLA-A69:01 with pseudo-sequence HLA-A69:01. The binding affinity (normalized) is 0.0847. (8) The peptide sequence is FHKRDMRLL. The MHC is HLA-B15:09 with pseudo-sequence HLA-B15:09. The binding affinity (normalized) is 0.260. (9) The peptide sequence is MWHVTRGAF. The MHC is HLA-A24:03 with pseudo-sequence HLA-A24:03. The binding affinity (normalized) is 0.680. (10) The peptide sequence is FPFKYAAAF. The MHC is HLA-B15:01 with pseudo-sequence HLA-B15:01. The binding affinity (normalized) is 0.332.